Dataset: Full USPTO retrosynthesis dataset with 1.9M reactions from patents (1976-2016). Task: Predict the reactants needed to synthesize the given product. (1) Given the product [N:5]([CH2:4][CH:3]([O:6][CH3:7])[O:2][CH3:1])([Si:14]([CH3:17])([CH3:16])[CH3:15])[Si:14]([CH3:17])([CH3:16])[CH3:15], predict the reactants needed to synthesize it. The reactants are: [CH3:1][O:2][CH:3]([O:6][CH3:7])[CH2:4][NH2:5].[Li]CCCC.Cl[Si:14]([CH3:17])([CH3:16])[CH3:15].[Cl-].[Li+]. (2) The reactants are: Cl[C:2]1[N:7]=[C:6]([NH2:8])[CH:5]=[CH:4][N:3]=1.[CH3:9]CN(C(C)C)C(C)C.BrC1[C:28]2[C:23](=[CH:24][CH:25]=[C:26](OC)[N:27]=2)[N:22]=[CH:21]C=1N. Given the product [CH3:9][N:22]1[CH2:21][CH2:26][N:27]([C:2]2[N:7]=[C:6]([NH2:8])[CH:5]=[CH:4][N:3]=2)[CH2:28][C:23]21[CH2:24][CH2:25]2, predict the reactants needed to synthesize it. (3) Given the product [CH3:1][S:2]([OH:5])(=[O:4])=[O:3].[CH3:6][N:7]([CH2:14][CH2:15][O:16][C:17]1[CH:30]=[CH:29][C:20]([CH2:21][CH:22]2[S:26][C:25](=[O:27])[NH:24][C:23]2=[O:28])=[CH:19][CH:18]=1)[C:8]1[CH:13]=[CH:12][CH:11]=[CH:10][N:9]=1, predict the reactants needed to synthesize it. The reactants are: [CH3:1][S:2]([OH:5])(=[O:4])=[O:3].[CH3:6][N:7]([CH2:14][CH2:15][O:16][C:17]1[CH:30]=[CH:29][C:20]([CH2:21][CH:22]2[S:26][C:25](=[O:27])[NH:24][C:23]2=[O:28])=[CH:19][CH:18]=1)[C:8]1[CH:13]=[CH:12][CH:11]=[CH:10][N:9]=1.C(OCC)C. (4) Given the product [Cl:1][C:2]1[CH:17]=[CH:16][C:15]([NH:18][C:19](=[O:30])[C:20]2[CH:25]=[CH:24][CH:23]=[C:22]([C:26]([F:28])([F:27])[F:29])[CH:21]=2)=[CH:14][C:3]=1[C:4]([NH:6][C:7]1[S:11][C:10]([CH:12]([OH:13])[CH3:31])=[N:9][CH:8]=1)=[O:5], predict the reactants needed to synthesize it. The reactants are: [Cl:1][C:2]1[CH:17]=[CH:16][C:15]([NH:18][C:19](=[O:30])[C:20]2[CH:25]=[CH:24][CH:23]=[C:22]([C:26]([F:29])([F:28])[F:27])[CH:21]=2)=[CH:14][C:3]=1[C:4]([NH:6][C:7]1[S:11][C:10]([CH:12]=[O:13])=[N:9][CH:8]=1)=[O:5].[CH2:31]1COCC1.C[Mg]Br.CCOCC. (5) Given the product [CH2:15]([O:17][C:18]1[CH:26]=[C:25]2[C:21]([C:22]([C:27]3[C:28](=[O:29])[NH:14][C:12](=[O:13])[C:11]=3[C:9]3[CH:8]=[CH:7][CH:6]=[C:5]4[C:10]=3[N:2]([CH3:1])[CH:3]=[CH:4]4)=[CH:23][NH:24]2)=[CH:20][CH:19]=1)[CH3:16], predict the reactants needed to synthesize it. The reactants are: [CH3:1][N:2]1[C:10]2[C:5](=[CH:6][CH:7]=[CH:8][C:9]=2[CH2:11][C:12]([NH2:14])=[O:13])[CH:4]=[CH:3]1.[CH2:15]([O:17][C:18]1[CH:26]=[C:25]2[C:21]([C:22]([C:27](=O)[C:28](OC)=[O:29])=[CH:23][NH:24]2)=[CH:20][CH:19]=1)[CH3:16].CC(C)([O-])C.[K+].C1COCC1. (6) Given the product [CH2:1]([O:3][C:4](=[O:15])[C:5]([CH:7]1[CH2:11][CH2:10][O:9][CH:8]1[O:12][CH3:13])=[O:6])[CH3:2], predict the reactants needed to synthesize it. The reactants are: [CH2:1]([O:3][C:4](=[O:15])[C:5]([C:7]1(Br)[CH2:11][CH2:10][O:9][CH:8]1[O:12][CH3:13])=[O:6])[CH3:2].C(N(CC)CC)C.[H][H]. (7) Given the product [CH3:1][C@H:2]1[CH2:7][O:6][CH2:5][CH2:4][N:3]1[C:8]1[CH:13]=[C:12]([C:14]([S:17]([C:20]2[S:21][CH:22]=[C:23]([CH3:25])[N:24]=2)(=[O:19])=[O:18])([CH3:16])[CH3:15])[N:11]=[C:10]([C:26]2[CH:27]=[CH:28][C:29]([NH:30][C:39](=[O:40])[O:41][C:42]3[CH:47]=[CH:46][CH:45]=[CH:44][CH:43]=3)=[CH:31][CH:32]=2)[N:9]=1, predict the reactants needed to synthesize it. The reactants are: [CH3:1][C@H:2]1[CH2:7][O:6][CH2:5][CH2:4][N:3]1[C:8]1[CH:13]=[C:12]([C:14]([S:17]([C:20]2[S:21][CH:22]=[C:23]([CH3:25])[N:24]=2)(=[O:19])=[O:18])([CH3:16])[CH3:15])[N:11]=[C:10]([C:26]2[CH:32]=[CH:31][C:29]([NH2:30])=[CH:28][CH:27]=2)[N:9]=1.C(=O)(O)[O-].[Na+].Cl[C:39]([O:41][C:42]1[CH:47]=[CH:46][CH:45]=[CH:44][CH:43]=1)=[O:40].